The task is: Predict the product of the given reaction.. This data is from Forward reaction prediction with 1.9M reactions from USPTO patents (1976-2016). The product is: [NH2:1][C:4]1[CH:19]=[CH:18][C:7]2[O:8][CH2:9][C:10]([CH3:12])([OH:11])[C:13]3[N:14]([N:15]=[N:16][N:17]=3)[C:6]=2[CH:5]=1. Given the reactants [N+:1]([C:4]1[CH:19]=[CH:18][C:7]2[O:8][CH2:9][C:10]3([C:13]4[N:14]([N:15]=[N:16][N:17]=4)[C:6]=2[CH:5]=1)[CH2:12][O:11]3)([O-])=O, predict the reaction product.